From a dataset of Forward reaction prediction with 1.9M reactions from USPTO patents (1976-2016). Predict the product of the given reaction. (1) Given the reactants [Cl:1][C:2]1[CH:3]=[N:4][CH:5]=[C:6]([Cl:10])[C:7]=1[CH2:8]Cl.[O:11]1[CH:15]=[CH:14][CH:13]=[C:12]1[C:16]1[N:31]=[C:19]2[N:20]=[C:21]([N:25]3[CH2:30][CH2:29][NH:28][CH2:27][CH2:26]3)[N:22]=[C:23]([NH2:24])[N:18]2[N:17]=1.CCN(CC)CC, predict the reaction product. The product is: [Cl:1][C:2]1[CH:3]=[N:4][CH:5]=[C:6]([Cl:10])[C:7]=1[CH2:8][N:28]1[CH2:27][CH2:26][N:25]([C:21]2[N:22]=[C:23]([NH2:24])[N:18]3[N:17]=[C:16]([C:12]4[O:11][CH:15]=[CH:14][CH:13]=4)[N:31]=[C:19]3[N:20]=2)[CH2:30][CH2:29]1. (2) Given the reactants Cl.Cl.[Cl:3][C:4]1[CH:5]=[C:6]([NH:11][C:12]([N:14]2[CH2:19][CH2:18][N:17]([CH2:20][C@@H:21]3[CH2:26][CH2:25][CH2:24][NH:23][CH2:22]3)[CH2:16][CH2:15]2)=[O:13])[CH:7]=[CH:8][C:9]=1[Cl:10].C(N(CC)C(C)C)(C)C.[CH:36](=O)[C:37]1[CH:42]=[CH:41][CH:40]=[CH:39][CH:38]=1.C(O[BH-](OC(=O)C)OC(=O)C)(=O)C.[Na+], predict the reaction product. The product is: [CH2:36]([N:23]1[CH2:24][CH2:25][CH2:26][C@@H:21]([CH2:20][N:17]2[CH2:18][CH2:19][N:14]([C:12]([NH:11][C:6]3[CH:7]=[CH:8][C:9]([Cl:10])=[C:4]([Cl:3])[CH:5]=3)=[O:13])[CH2:15][CH2:16]2)[CH2:22]1)[C:37]1[CH:42]=[CH:41][CH:40]=[CH:39][CH:38]=1. (3) Given the reactants C([O:3][C:4]1(OCC)[C:7]2=[C:8]3[C:13](=[CH:14][CH:15]=[C:6]2[CH2:5]1)[CH:12]=[CH:11][CH:10]=[CH:9]3)C.Cl, predict the reaction product. The product is: [C:4]1(=[O:3])[C:7]2=[C:8]3[C:13](=[CH:14][CH:15]=[C:6]2[CH2:5]1)[CH:12]=[CH:11][CH:10]=[CH:9]3. (4) Given the reactants [C:1]([C:9]1[CH:14]=[CH:13][C:12]([CH2:15][C:16]([OH:18])=[O:17])=[CH:11][CH:10]=1)(=[O:8])[C:2]1[CH:7]=[CH:6][CH:5]=[CH:4][CH:3]=1.C[O-].[CH2:21]([Sn+:25]([CH2:30][CH2:31][CH2:32][CH3:33])[CH2:26][CH2:27][CH2:28][CH3:29])[CH2:22][CH2:23][CH3:24], predict the reaction product. The product is: [CH2:30]([Sn:25]([CH2:21][CH2:22][CH2:23][CH3:24])([CH2:26][CH2:27][CH2:28][CH3:29])[O:17][C:16](=[O:18])[CH2:15][C:12]1[CH:13]=[CH:14][C:9]([C:1](=[O:8])[C:2]2[CH:3]=[CH:4][CH:5]=[CH:6][CH:7]=2)=[CH:10][CH:11]=1)[CH2:31][CH2:32][CH3:33]. (5) Given the reactants [F:1][C:2]([F:14])([F:13])[C:3]1[CH:4]=[C:5]([S:9](Cl)(=[O:11])=[O:10])[CH:6]=[CH:7][CH:8]=1.[O:15]=[C:16]1[N:20]([CH:21]2[CH2:26][CH2:25][NH:24][CH2:23][CH2:22]2)[C:19]2[CH:27]=[CH:28][CH:29]=[CH:30][C:18]=2[NH:17]1, predict the reaction product. The product is: [F:1][C:2]([F:14])([F:13])[C:3]1[CH:4]=[C:5]([S:9]([N:24]2[CH2:23][CH2:22][CH:21]([N:20]3[C:19]4[CH:27]=[CH:28][CH:29]=[CH:30][C:18]=4[NH:17][C:16]3=[O:15])[CH2:26][CH2:25]2)(=[O:11])=[O:10])[CH:6]=[CH:7][CH:8]=1. (6) Given the reactants [Cl:1][C:2]1[CH:3]=[CH:4][C:5]2[N:6]([N:8]=[C:9]([NH:11][C:12]3[CH:17]=[CH:16][C:15]([S:18]([CH3:21])(=[O:20])=[O:19])=[CH:14][C:13]=3[O:22][CH3:23])[N:10]=2)[CH:7]=1.[H-].[Na+].[C:26]([O:30][C:31]([N:33]([CH3:45])[CH2:34][C:35](ON1C(=O)CCC1=O)=[O:36])=[O:32])([CH3:29])([CH3:28])[CH3:27].[Cl-], predict the reaction product. The product is: [Cl:1][C:2]1[CH:3]=[CH:4][C:5]2[N:6]([N:8]=[C:9]([N:11]([C:12]3[CH:17]=[CH:16][C:15]([S:18]([CH3:21])(=[O:19])=[O:20])=[CH:14][C:13]=3[O:22][CH3:23])[C:35](=[O:36])[CH2:34][N:33]([CH3:45])[C:31](=[O:32])[O:30][C:26]([CH3:28])([CH3:29])[CH3:27])[N:10]=2)[CH:7]=1. (7) Given the reactants Br[C:2]1[N:7]=[C:6]([C:8]([NH:10][C:11]2[O:12][C:13]([C:16]3[O:17][CH:18]=[CH:19][CH:20]=3)=[N:14][N:15]=2)=[O:9])[CH:5]=[CH:4][CH:3]=1.[C:21]1([C:30]2[CH:35]=[CH:34][CH:33]=[CH:32][CH:31]=2)[CH:26]=[CH:25][C:24](B(O)O)=[CH:23][CH:22]=1, predict the reaction product. The product is: [C:21]1([C:30]2[CH:31]=[CH:32][CH:33]=[CH:34][CH:35]=2)[CH:26]=[CH:25][C:24]([C:2]2[N:7]=[C:6]([C:8]([NH:10][C:11]3[O:12][C:13]([C:16]4[O:17][CH:18]=[CH:19][CH:20]=4)=[N:14][N:15]=3)=[O:9])[CH:5]=[CH:4][CH:3]=2)=[CH:23][CH:22]=1.